Dataset: Reaction yield outcomes from USPTO patents with 853,638 reactions. Task: Predict the reaction yield, written as a fraction of the theoretical maximum amount of product (1.0 means a 100% yield; for example, 0.34 means a 34% yield). (1) The reactants are [C:1]([O:5][C:6]([NH:8][C:9]1[CH:10]=[CH:11][CH:12]=[C:13]2[C:18]=1[CH:17]=[C:16]([OH:19])[CH:15]=[CH:14]2)=[O:7])([CH3:4])([CH3:3])[CH3:2].C(=O)([O-])[O-].[Cs+].[Cs+].I[CH2:27][CH3:28].O. The catalyst is CN(C=O)C. The product is [C:1]([O:5][C:6](=[O:7])[NH:8][C:9]1[C:18]2[C:13](=[CH:14][CH:15]=[C:16]([O:19][CH2:27][CH3:28])[CH:17]=2)[CH:12]=[CH:11][CH:10]=1)([CH3:4])([CH3:2])[CH3:3]. The yield is 0.675. (2) The reactants are C([O:3][C:4]([C:6]1[C:7]([C:28]([F:31])([F:30])[F:29])=[N:8][N:9]([CH2:11][C:12]2[CH:13]=[C:14]3[C:18](=[CH:19][CH:20]=2)[CH2:17][C@@H:16]([NH:21][S:22]([CH:25]([CH3:27])[CH3:26])(=[O:24])=[O:23])[CH2:15]3)[CH:10]=1)=O)C.[H-].[Al+3].[Li+].[H-].[H-].[H-]. The catalyst is C1COCC1. The product is [OH:3][CH2:4][C:6]1[C:7]([C:28]([F:29])([F:31])[F:30])=[N:8][N:9]([CH2:11][C:12]2[CH:13]=[C:14]3[C:18](=[CH:19][CH:20]=2)[CH2:17][C@@H:16]([NH:21][S:22]([CH:25]([CH3:27])[CH3:26])(=[O:24])=[O:23])[CH2:15]3)[CH:10]=1. The yield is 0.685.